From a dataset of Full USPTO retrosynthesis dataset with 1.9M reactions from patents (1976-2016). Predict the reactants needed to synthesize the given product. (1) Given the product [Cl:15][C:16]1[N:17]=[C:18]([N:23]2[CH2:24][CH2:25][O:26][CH2:27][CH2:28]2)[N:19]=[C:20]([CH2:13][CH2:12][CH2:11][C:5]2[CH:6]=[CH:7][C:8]([O:9][CH3:10])=[C:3]([O:2][CH3:1])[CH:4]=2)[N:21]=1, predict the reactants needed to synthesize it. The reactants are: [CH3:1][O:2][C:3]1[CH:4]=[C:5]([CH2:11][CH2:12][CH2:13]I)[CH:6]=[CH:7][C:8]=1[O:9][CH3:10].[Cl:15][C:16]1[N:21]=[C:20](Cl)[N:19]=[C:18]([N:23]2[CH2:28][CH2:27][O:26][CH2:25][CH2:24]2)[N:17]=1. (2) Given the product [F:17][C:2]([F:1])([F:16])[C:3]1[CH:8]=[CH:7][C:6]([CH2:9][NH:10][C:38]([NH:36][C:35]2[C:31]3[NH:30][C:22](=[O:28])[NH:10][C:9]=3[CH:6]=[CH:5][CH:4]=2)=[O:39])=[C:5]([N:11]2[CH2:15][CH2:14][CH2:13][CH2:12]2)[CH:4]=1, predict the reactants needed to synthesize it. The reactants are: [F:1][C:2]([F:17])([F:16])[C:3]1[CH:8]=[CH:7][C:6]([CH2:9][NH2:10])=[C:5]([N:11]2[CH2:15][CH2:14][CH2:13][CH2:12]2)[CH:4]=1.ClC(Cl)(O[C:22](=[O:28])OC(Cl)(Cl)Cl)Cl.[N-:30]=[C:31]=O.CO.[CH3:35][N:36]([CH:38]=[O:39])C.